From a dataset of Reaction yield outcomes from USPTO patents with 853,638 reactions. Predict the reaction yield, written as a fraction of the theoretical maximum amount of product (1.0 means a 100% yield; for example, 0.34 means a 34% yield). (1) The reactants are [Na:1].COC1OCC([CH2:10][O:11][C:12]2[CH:17]=[CH:16][N:15]=[C:14]([CH2:18][S:19]([C:21]3[NH:25][C:24]4[CH:26]=[CH:27][CH:28]=[CH:29][C:23]=4[N:22]=3)=[O:20])[C:13]=2[CH3:30])CO1.[CH3:31][C:32]1([CH3:41])[O:37][CH2:36][CH:35]([CH2:38]CO)[CH2:34][O:33]1. No catalyst specified. The product is [Na:1].[CH3:31][C:32]1([CH3:41])[O:37][CH2:36][CH:35]([CH2:38][CH2:10][O:11][C:12]2[CH:17]=[CH:16][N:15]=[C:14]([CH2:18][S:19]([C:21]3[NH:25][C:24]4[CH:26]=[CH:27][CH:28]=[CH:29][C:23]=4[N:22]=3)=[O:20])[C:13]=2[CH3:30])[CH2:34][O:33]1. The yield is 0.0200. (2) The reactants are [CH3:1][N:2]1[C:6]([C:7](=[N:19][O:20][CH2:21][C:22]2[N:27]=[C:26]([NH2:28])[CH:25]=[CH:24][N:23]=2)[C:8]2[CH:13]=[CH:12][C:11]([CH3:14])=[C:10]([C:15]([F:18])([F:17])[F:16])[CH:9]=2)=[N:5][N:4]=[N:3]1.N1C=CC=CC=1.Cl[C:36]([O:38][CH2:39][CH2:40][CH2:41][CH3:42])=[O:37]. The catalyst is ClCCl. The product is [CH2:39]([O:38][C:36](=[O:37])[NH:28][C:26]1[CH:25]=[CH:24][N:23]=[C:22]([CH2:21][O:20][N:19]=[C:7]([C:6]2[N:2]([CH3:1])[N:3]=[N:4][N:5]=2)[C:8]2[CH:13]=[CH:12][C:11]([CH3:14])=[C:10]([C:15]([F:17])([F:18])[F:16])[CH:9]=2)[N:27]=1)[CH2:40][CH2:41][CH3:42]. The yield is 0.510. (3) The reactants are [CH2:1]([O:3][C:4]([C:6]1([CH2:30][CH:31]=C)[CH2:11][CH2:10][CH:9]([O:12][Si:13]([C:26]([CH3:29])([CH3:28])[CH3:27])([C:20]2[CH:25]=[CH:24][CH:23]=[CH:22][CH:21]=2)[C:14]2[CH:19]=[CH:18][CH:17]=[CH:16][CH:15]=2)[CH2:8][CH2:7]1)=[O:5])C.C(OCC)(=[O:35])C. The product is [CH3:1][O:3][C:4]([C:6]1([CH2:30][CH:31]=[O:35])[CH2:7][CH2:8][CH:9]([O:12][Si:13]([C:26]([CH3:27])([CH3:28])[CH3:29])([C:14]2[CH:15]=[CH:16][CH:17]=[CH:18][CH:19]=2)[C:20]2[CH:21]=[CH:22][CH:23]=[CH:24][CH:25]=2)[CH2:10][CH2:11]1)=[O:5]. The catalyst is CC(O)C.O.O=[Os](=O)(=O)=O. The yield is 0.870.